Dataset: Full USPTO retrosynthesis dataset with 1.9M reactions from patents (1976-2016). Task: Predict the reactants needed to synthesize the given product. (1) Given the product [CH3:1][CH2:2][CH2:3][CH2:4][CH2:5][CH2:6][N:7]=[C:8]([N:10]=[C:11]([NH2:13])[NH2:12])[NH2:9].[CH3:17][C:15]([C:18]#[C:19]/[CH:20]=[CH:21]/[CH2:22][N:23]([CH2:25][C:26]1[CH:27]=[CH:28][CH:29]=[C:30]2[CH:35]=[CH:34][CH:33]=[CH:32][C:31]=12)[CH3:24])([CH3:14])[CH3:16], predict the reactants needed to synthesize it. The reactants are: [CH3:1][CH2:2][CH2:3][CH2:4][CH2:5][CH2:6][N:7]=[C:8]([N:10]=[C:11]([NH2:13])[NH2:12])[NH2:9].[CH3:14][C:15]([C:18]#[C:19]/[CH:20]=[CH:21]/[CH2:22][N:23]([CH2:25][C:26]1[CH:27]=[CH:28][CH:29]=[C:30]2[CH:35]=[CH:34][CH:33]=[CH:32][C:31]=12)[CH3:24])([CH3:17])[CH3:16]. (2) Given the product [Cl:10][C:11]1[CH:19]=[CH:18][C:14]([C:15](=[O:16])[N:65]([CH2:64][C:63]2[CH:67]=[CH:68][CH:69]=[C:61]([Cl:60])[CH:62]=2)[CH3:66])=[CH:13][C:12]=1[NH:20][C:21]([C:23]1[C:34](=[O:35])[NH:33][C:26]2[N:27]=[C:28]([O:31][CH3:32])[N:29]=[CH:30][C:25]=2[CH:24]=1)=[O:22], predict the reactants needed to synthesize it. The reactants are: C(N(C(C)C)CC)(C)C.[Cl:10][C:11]1[CH:19]=[CH:18][C:14]([C:15](O)=[O:16])=[CH:13][C:12]=1[NH:20][C:21]([C:23]1[C:34](=[O:35])[NH:33][C:26]2[N:27]=[C:28]([O:31][CH3:32])[N:29]=[CH:30][C:25]=2[CH:24]=1)=[O:22].CN(C(ON1N=NC2C=CC=NC1=2)=[N+](C)C)C.F[P-](F)(F)(F)(F)F.[Cl:60][C:61]1[CH:62]=[C:63]([CH:67]=[CH:68][CH:69]=1)[CH2:64][NH:65][CH3:66]. (3) Given the product [NH2:8][C@@H:9]([C@@H:10]([CH3:13])[CH2:11][CH3:12])[C:14]([N:16]1[CH2:17][CH:18]([F:20])[CH2:19]1)=[O:15], predict the reactants needed to synthesize it. The reactants are: Cl.C(OC(=O)[NH:8][C@H:9]([C:14]([N:16]1[CH2:19][CH:18]([F:20])[CH2:17]1)=[O:15])[C@@H:10]([CH3:13])[CH2:11][CH3:12])(C)(C)C. (4) Given the product [Cl:1][C:2]1[CH:3]=[CH:4][C:5]([C:8]2([CH2:13][O:14][S:22]([CH3:25])(=[O:24])=[O:23])[CH2:12][CH2:11][CH2:10][CH2:9]2)=[CH:6][CH:7]=1, predict the reactants needed to synthesize it. The reactants are: [Cl:1][C:2]1[CH:7]=[CH:6][C:5]([C:8]2([CH2:13][OH:14])[CH2:12][CH2:11][CH2:10][CH2:9]2)=[CH:4][CH:3]=1.C(N(CC)CC)C.[S:22](Cl)([CH3:25])(=[O:24])=[O:23]. (5) Given the product [Cl:1][C:2]1[CH:21]=[CH:20][C:5]([CH:6]([C:7]2[CH:8]=[CH:9][C:10]([Cl:13])=[CH:11][CH:12]=2)[N:14]2[CH2:15][CH2:16][N:17]([C:32]([C:31]3[C:30]([Cl:29])=[N:38][CH:37]=[CH:36][CH:35]=3)=[O:33])[CH2:18][CH2:19]2)=[CH:4][CH:3]=1, predict the reactants needed to synthesize it. The reactants are: [Cl:1][C:2]1[CH:21]=[CH:20][C:5]([CH:6]([N:14]2[CH2:19][CH2:18][NH:17][CH2:16][CH2:15]2)[C:7]2[CH:12]=[CH:11][C:10]([Cl:13])=[CH:9][CH:8]=2)=[CH:4][CH:3]=1.C(N(CC)CC)C.[Cl:29][C:30]1[N:38]=[CH:37][CH:36]=[CH:35][C:31]=1[C:32](Cl)=[O:33]. (6) Given the product [ClH:22].[N:11]1([C:14]2([C:17]([O:19][CH2:20][CH3:21])=[O:18])[CH2:16][CH2:15]2)[CH2:10][CH2:9][NH:8][CH2:13][CH2:12]1, predict the reactants needed to synthesize it. The reactants are: C([N:8]1[CH2:13][CH2:12][N:11]([C:14]2([C:17]([O:19][CH2:20][CH3:21])=[O:18])[CH2:16][CH2:15]2)[CH2:10][CH2:9]1)C1C=CC=CC=1.[Cl:22]CCl.